This data is from Drug-target binding data from BindingDB using IC50 measurements. The task is: Regression. Given a target protein amino acid sequence and a drug SMILES string, predict the binding affinity score between them. We predict pIC50 (pIC50 = -log10(IC50 in M); higher means more potent). Dataset: bindingdb_ic50. (1) The drug is COc1ccc2ncc(=O)n(CCN3CCC(NCc4ccc5c(n4)NC(=O)CO5)CC3)c2c1. The target protein (Q9UK17) has sequence MAAGVAAWLPFARAAAIGWMPVANCPMPLAPADKNKRQDELIVLNVSGRRFQTWRTTLERYPDTLLGSTEKEFFFNEDTKEYFFDRDPEVFRCVLNFYRTGKLHYPRYECISAYDDELAFYGILPEIIGDCCYEEYKDRKRENAERLMDDNDSENNQESMPSLSFRQTMWRAFENPHTSTLALVFYYVTGFFIAVSVITNVVETVPCGTVPGSKELPCGERYSVAFFCLDTACVMIFTVEYLLRLFAAPSRYRFIRSVMSIIDVVAIMPYYIGLVMTNNEDVSGAFVTLRVFRVFRIFKFSRHSQGLRILGYTLKSCASELGFLLFSLTMAIIIFATVMFYAEKGSSASKFTSIPASFWYTIVTMTTLGYGDMVPKTIAGKIFGSICSLSGVLVIALPVPVIVSNFSRIYHQNQRADKRRAQKKARLARIRVAKTGSSNAYLHSKRNGLLNEALELTGTPEEEHMGKTTSLIESQHHHLLHCLEKTTGLSYLVDDPLLSV.... The pIC50 is 4.0. (2) The target protein (P25116) has sequence MGPRRLLLVAACFSLCGPLLSARTRARRPESKATNATLDPRSFLLRNPNDKYEPFWEDEEKNESGLTEYRLVSINKSSPLQKQLPAFISEDASGYLTSSWLTLFVPSVYTGVFVVSLPLNIMAIVVFILKMKVKKPAVVYMLHLATADVLFVSVLPFKISYYFSGSDWQFGSELCRFVTAAFYCNMYASILLMTVISIDRFLAVVYPMQSLSWRTLGRASFTCLAIWALAIAGVVPLLLKEQTIQVPGLNITTCHDVLNETLLEGYYAYYFSAFSAVFFFVPLIISTVCYVSIIRCLSSSAVANRSKKSRALFLSAAVFCIFIICFGPTNVLLIAHYSFLSHTSTTEAAYFAYLLCVCVSSISCCIDPLIYYYASSECQRYVYSILCCKESSDPSSYNSSGQLMASKMDTCSSNLNNSIYKKLLT. The drug is CC(=O)N(C(=O)C=Cc1ccccc1)C(Cc1ccc(F)cc1)C(=O)NC(=O)NCCCC(NC(=O)C(CC(C)C)NC(=O)C(N)CCCNC(=N)N)C(=O)O. The pIC50 is 6.0. (3) The compound is Nc1cccc2c1C(=O)N(C1CCC(=O)NC1=O)C2=O. The target protein (P04141) has sequence MWLQSLLLLGTVACSISAPARSPSPSTQPWEHVNAIQEARRLLNLSRDTAAEMNETVEVISEMFDLQEPTCLQTRLELYKQGLRGSLTKLKGPLTMMASHYKQHCPPTPETSCATQIITFESFKENLKDFLLVIPFDCWEPVQE. The pIC50 is 5.8.